Predict the reactants needed to synthesize the given product. From a dataset of Full USPTO retrosynthesis dataset with 1.9M reactions from patents (1976-2016). (1) Given the product [OH:9][C:4]1[CH:5]=[CH:6][CH:7]=[CH:8][C:3]=1[CH2:2][NH:1][C:16]1[CH:17]=[N:18][CH:19]=[CH:11][C:12]=1[C:13]([OH:15])=[O:14], predict the reactants needed to synthesize it. The reactants are: [NH2:1][CH2:2][C:3]1[CH:8]=[CH:7][CH:6]=[CH:5][C:4]=1[OH:9].F[C:11]1[CH:19]=[N:18][CH:17]=[CH:16][C:12]=1[C:13]([OH:15])=[O:14]. (2) Given the product [N:1]1([C:5]([C@H:7]2[CH2:8][NH:9][CH2:10][C@@H:11]([N:13]([CH2:14][CH:15]([CH3:17])[CH3:16])[C:18]([C:20]3[N:24]([CH2:25][CH2:26][CH2:27][CH2:28][O:29][CH3:30])[C:23]4[CH:31]=[CH:32][C:33]([F:35])=[CH:34][C:22]=4[N:21]=3)=[O:19])[CH2:12]2)=[O:6])[CH2:2][CH2:3][CH2:4]1, predict the reactants needed to synthesize it. The reactants are: [N:1]1([C:5]([C@@H:7]2[CH2:12][C@H:11]([N:13]([C:18]([C:20]3[N:24]([CH2:25][CH2:26][CH2:27][CH2:28][O:29][CH3:30])[C:23]4[CH:31]=[CH:32][C:33]([F:35])=[CH:34][C:22]=4[N:21]=3)=[O:19])[CH2:14][CH:15]([CH3:17])[CH3:16])[CH2:10][N:9](C(OC(C)(C)C)=O)[CH2:8]2)=[O:6])[CH2:4][CH2:3][CH2:2]1.C(=O)(O)[O-].[Na+]. (3) Given the product [S:19]1[CH:20]=[CH:21][CH:22]=[C:18]1[CH2:17][O:16][CH2:14][CH2:13][CH2:12][O:11][CH:5]1[CH2:10][CH2:9][CH2:8][CH2:7][O:6]1, predict the reactants needed to synthesize it. The reactants are: C([C:5]1([O:11][CH2:12][CH2:13][CH2:14]Br)[CH2:10][CH2:9][CH2:8][CH2:7][O:6]1)(C)(C)C.[OH:16][CH2:17][C:18]1[S:19][CH:20]=[CH:21][CH:22]=1. (4) Given the product [Cl:6][C:7]1[C:12]([I:17])=[CH:11][CH:10]=[C:9]([C:13]([F:14])([F:15])[F:16])[N:8]=1, predict the reactants needed to synthesize it. The reactants are: C([Li])CCC.[Cl:6][C:7]1[CH:12]=[CH:11][CH:10]=[C:9]([C:13]([F:16])([F:15])[F:14])[N:8]=1.[I:17]I.S([O-])([O-])=O.[Na+].[Na+]. (5) Given the product [C@@H:10]12[CH2:20][C@@H:13]([CH2:12][CH2:11]1)[C@H:14]([C:15]([O:17][CH2:18][CH3:19])=[O:16])[NH:9]2, predict the reactants needed to synthesize it. The reactants are: C1([C@@H]([N:9]2[C@@H:14]([C:15]([O:17][CH2:18][CH3:19])=[O:16])[C@H:13]3[CH2:20][C@@H:10]2[CH:11]=[CH:12]3)C)C=CC=CC=1. (6) Given the product [Cl:1][C:2]1[C:7]([O:8][CH3:9])=[CH:6][C:5]([O:10][CH3:11])=[C:4]([Cl:12])[C:3]=1[C:13]1[N:18]=[C:17]2[NH:19][N:20]=[C:21]([C:33]3[CH:32]=[CH:31][C:30]([N:27]4[CH2:28][CH2:29][N:24]([CH3:23])[CH2:25][CH2:26]4)=[CH:35][CH:34]=3)[C:16]2=[CH:15][N:14]=1, predict the reactants needed to synthesize it. The reactants are: [Cl:1][C:2]1[C:7]([O:8][CH3:9])=[CH:6][C:5]([O:10][CH3:11])=[C:4]([Cl:12])[C:3]=1[C:13]1[N:18]=[C:17]2[NH:19][N:20]=[C:21](I)[C:16]2=[CH:15][N:14]=1.[CH3:23][N:24]1[CH2:29][CH2:28][N:27]([C:30]2[CH:35]=[CH:34][C:33](B3OC(C)(C)C(C)(C)O3)=[CH:32][CH:31]=2)[CH2:26][CH2:25]1. (7) Given the product [C:1]([O:5][C@@H:6]([C:11]1[C:26]([CH3:27])=[CH:25][C:14]2[N:15]=[C:16]([C:18]3[CH:23]=[CH:22][N:21]=[C:20]([N:41]4[CH2:46][CH2:45][NH:44][CH2:43][CH2:42]4)[N:19]=3)[S:17][C:13]=2[C:12]=1[C:28]1[CH:33]=[CH:32][C:31]([Cl:34])=[CH:30][CH:29]=1)[C:7]([OH:9])=[O:8])([CH3:3])([CH3:4])[CH3:2], predict the reactants needed to synthesize it. The reactants are: [C:1]([O:5][C@@H:6]([C:11]1[C:26]([CH3:27])=[CH:25][C:14]2[N:15]=[C:16]([C:18]3[CH:23]=[CH:22][N:21]=[C:20](Cl)[N:19]=3)[S:17][C:13]=2[C:12]=1[C:28]1[CH:33]=[CH:32][C:31]([Cl:34])=[CH:30][CH:29]=1)[C:7]([O:9]C)=[O:8])([CH3:4])([CH3:3])[CH3:2].O1CCOCC1.[NH:41]1[CH2:46][CH2:45][NH:44][CH2:43][CH2:42]1.[OH-].[Na+]. (8) Given the product [F:1][C:2]1[CH:7]=[CH:6][C:5]([C:8]2[CH2:9][CH2:10][C:11]3[N:12]([C:14]([S:17][C:18]4[CH:38]=[CH:37][C:21]5[N:22]=[C:23]([NH:25][C:26]([NH:28][CH2:29][CH2:30][N:31]6[CH2:36][CH2:35][O:34][CH2:33][CH2:32]6)=[O:27])[S:24][C:20]=5[CH:19]=4)=[N:15][N:16]=3)[N:13]=2)=[CH:4][CH:3]=1, predict the reactants needed to synthesize it. The reactants are: [F:1][C:2]1[CH:7]=[CH:6][C:5]([C:8]2[CH:9]=[CH:10][C:11]3[N:12]([C:14]([S:17][C:18]4[CH:38]=[CH:37][C:21]5[N:22]=[C:23]([NH:25][C:26]([NH:28][CH2:29][CH2:30][N:31]6[CH2:36][CH2:35][O:34][CH2:33][CH2:32]6)=[O:27])[S:24][C:20]=5[CH:19]=4)=[N:15][N:16]=3)[N:13]=2)=[CH:4][CH:3]=1.N. (9) Given the product [CH3:15][O:16][C:17]1[CH:28]=[C:27]([O:29][CH3:30])[CH:26]=[CH:25][C:18]=1[CH2:19][N:20]1[C:8](=[O:13])[C:7]2[CH:14]=[C:3]([O:2][CH3:1])[CH:4]=[CH:5][C:6]=2[NH:11][C:10](=[O:12])[CH2:21]1, predict the reactants needed to synthesize it. The reactants are: [CH3:1][O:2][C:3]1[CH:4]=[CH:5][C:6]2[NH:11][C:10](=[O:12])O[C:8](=[O:13])[C:7]=2[CH:14]=1.[CH3:15][O:16][C:17]1[CH:28]=[C:27]([O:29][CH3:30])[CH:26]=[CH:25][C:18]=1[CH2:19][NH:20][CH2:21]C(O)=O. (10) Given the product [Cl:10][C:11]1[CH:12]=[C:13]2[C:17](=[CH:18][C:19]=1[Cl:20])[CH:16]([OH:21])[N:15]([C@@H:22]1[CH2:26][CH2:25][C@H:24]([O:27][S:30]([CH3:29])(=[O:32])=[O:31])[CH2:23]1)[CH:14]2[OH:28], predict the reactants needed to synthesize it. The reactants are: CCN(C(C)C)C(C)C.[Cl:10][C:11]1[CH:12]=[C:13]2[C:17](=[CH:18][C:19]=1[Cl:20])[CH:16]([OH:21])[N:15]([CH:22]1[CH2:26][CH2:25][CH:24]([OH:27])[CH2:23]1)[CH:14]2[OH:28].[CH3:29][S:30](Cl)(=[O:32])=[O:31].